Dataset: Peptide-MHC class II binding affinity with 134,281 pairs from IEDB. Task: Regression. Given a peptide amino acid sequence and an MHC pseudo amino acid sequence, predict their binding affinity value. This is MHC class II binding data. (1) The binding affinity (normalized) is 0. The MHC is HLA-DQA10301-DQB10302 with pseudo-sequence HLA-DQA10301-DQB10302. The peptide sequence is EVLKGPFTVRYTTEG. (2) The binding affinity (normalized) is 0. The MHC is HLA-DPA10201-DPB11401 with pseudo-sequence HLA-DPA10201-DPB11401. The peptide sequence is SVLLVVALFAVFLGS. (3) The binding affinity (normalized) is 0. The peptide sequence is TKGEGGVWTFDSEEP. The MHC is DRB1_0802 with pseudo-sequence DRB1_0802. (4) The binding affinity (normalized) is 0. The MHC is DRB1_1101 with pseudo-sequence DRB1_1101. The peptide sequence is RVYCDPCRAGFETNV. (5) The peptide sequence is EKKYFAETQFEPLAA. The MHC is DRB1_1001 with pseudo-sequence DRB1_1001. The binding affinity (normalized) is 0.591. (6) The peptide sequence is AKLMRDIPFRVGAVV. The MHC is DRB1_0701 with pseudo-sequence DRB1_0701. The binding affinity (normalized) is 0.494.